This data is from Full USPTO retrosynthesis dataset with 1.9M reactions from patents (1976-2016). The task is: Predict the reactants needed to synthesize the given product. Given the product [CH3:9][O:8][C:5]1[C:4]([NH:10][S:11]([CH:14]2[CH2:16][CH2:15]2)(=[O:13])=[O:12])=[CH:3][C:2]([B:20]2[O:21][C:22]([CH3:24])([CH3:23])[C:18]([CH3:34])([CH3:17])[O:19]2)=[CH:7][N:6]=1, predict the reactants needed to synthesize it. The reactants are: Br[C:2]1[CH:3]=[C:4]([NH:10][S:11]([CH:14]2[CH2:16][CH2:15]2)(=[O:13])=[O:12])[C:5]([O:8][CH3:9])=[N:6][CH:7]=1.[CH3:17][C:18]1([CH3:34])[C:22]([CH3:24])([CH3:23])[O:21][B:20]([B:20]2[O:21][C:22]([CH3:24])([CH3:23])[C:18]([CH3:34])([CH3:17])[O:19]2)[O:19]1.CC([O-])=O.[K+].N#N.C(Cl)Cl.